Predict the product of the given reaction. From a dataset of Forward reaction prediction with 1.9M reactions from USPTO patents (1976-2016). (1) Given the reactants [C:1]1([C:15]([OH:16])=[C:11]([N+:12]([O-:14])=[O:13])[CH:10]=[C:6]([N+:7]([O-:9])=[O:8])[CH:5]=1)[N+:2]([O-:4])=[O:3].NN1C=NN=C1.C[O-].[Na+].CO.[OH-:28].[Na+].[OH2:30], predict the reaction product. The product is: [N+:12]([C:11]1[C:10]([OH:28])=[C:6]([N+:7]([O-:9])=[O:8])[C:5]([OH:30])=[C:1]([N+:2]([O-:4])=[O:3])[C:15]=1[OH:16])([O-:14])=[O:13]. (2) Given the reactants CO[C:3](=[O:21])[C:4]([OH:20])=[CH:5][C:6](=[O:19])[N:7]([CH2:10][C:11]1[CH:16]=[CH:15][C:14]([F:17])=[C:13]([CH3:18])[CH:12]=1)[O:8][CH3:9].C=O.CN.ClC1C=C(C=CC=1Cl)[CH2:30][N:31](C)[C:32](C1CN(C)C(=O)C=1O)=O, predict the reaction product. The product is: [F:17][C:14]1[CH:15]=[CH:16][C:11]([CH2:10][N:7]([O:8][CH3:9])[C:6]([C:5]2[CH2:30][N:31]([CH3:32])[C:3](=[O:21])[C:4]=2[OH:20])=[O:19])=[CH:12][C:13]=1[CH3:18].